This data is from Reaction yield outcomes from USPTO patents with 853,638 reactions. The task is: Predict the reaction yield, written as a fraction of the theoretical maximum amount of product (1.0 means a 100% yield; for example, 0.34 means a 34% yield). (1) The reactants are [N:1]([C@@H:4]1[CH2:8][N:7]([C:9]2[N:13]3[C:14]4[CH:20]=[CH:19][NH:18][C:15]=4[N:16]=[CH:17][C:12]3=[N:11][CH:10]=2)[C@H:6]([CH2:21][CH3:22])[CH2:5]1)=[N+]=[N-].BrCC(OC(C)(C)C)=O.Cl.N([C@@H]1CN[C@H](C)C1)=[N+]=[N-].N([C@@H]1CN(C(OC(C)(C)C)=O)[C@H](C)C1)=[N+]=[N-].[OH-].[Na+].[H][H]. The catalyst is CCO.[OH-].[OH-].[Pd+2]. The product is [CH2:21]([C@H:6]1[N:7]([C:9]2[N:13]3[C:14]4[CH:20]=[CH:19][NH:18][C:15]=4[N:16]=[CH:17][C:12]3=[N:11][CH:10]=2)[CH2:8][C@@H:4]([NH2:1])[CH2:5]1)[CH3:22]. The yield is 0.890. (2) The reactants are [NH2:1][C:2]1[CH:3]=[C:4]([CH:20]=[CH:21][CH:22]=1)[O:5][C:6]1[CH:7]=[CH:8][C:9]2[N:10]([CH:12]=[C:13]([C:15]([O:17][CH2:18][CH3:19])=[O:16])[N:14]=2)[N:11]=1.[F:23][C:24]([F:35])([F:34])[C:25]1[CH:26]=[C:27]([CH:31]=[CH:32][CH:33]=1)[C:28](O)=[O:29].ON1C2C=CC=CC=2N=N1.Cl.C(N=C=NCCCN(C)C)C. The catalyst is CN(C)C=O. The product is [F:23][C:24]([F:34])([F:35])[C:25]1[CH:26]=[C:27]([CH:31]=[CH:32][CH:33]=1)[C:28]([NH:1][C:2]1[CH:3]=[C:4]([CH:20]=[CH:21][CH:22]=1)[O:5][C:6]1[CH:7]=[CH:8][C:9]2[N:10]([CH:12]=[C:13]([C:15]([O:17][CH2:18][CH3:19])=[O:16])[N:14]=2)[N:11]=1)=[O:29]. The yield is 0.900. (3) The reactants are [Cl:1][S:2]([C:5]1[CH:13]=[CH:12][C:8]([C:9]([OH:11])=[O:10])=[CH:7][CH:6]=1)(=[O:4])=[O:3].S(Cl)(Cl)=O.Cl[CH:19](Cl)C. No catalyst specified. The product is [Cl:1][S:2]([C:5]1[CH:6]=[CH:7][C:8]([C:9]([O:11][CH3:19])=[O:10])=[CH:12][CH:13]=1)(=[O:4])=[O:3]. The yield is 0.840. (4) The reactants are [Br:1][C:2]1[CH:7]=[N+:6]([O-])[CH:5]=[C:4]2[S:9][C:10]([C:12]([O:14][CH3:15])=[O:13])=[CH:11][C:3]=12.O=P(Cl)(Cl)[Cl:18]. The catalyst is C(Cl)(Cl)Cl. The product is [Br:1][C:2]1[CH:7]=[N:6][C:5]([Cl:18])=[C:4]2[S:9][C:10]([C:12]([O:14][CH3:15])=[O:13])=[CH:11][C:3]=12. The yield is 0.380.